From a dataset of Reaction yield outcomes from USPTO patents with 853,638 reactions. Predict the reaction yield, written as a fraction of the theoretical maximum amount of product (1.0 means a 100% yield; for example, 0.34 means a 34% yield). The reactants are [C:1]1([N:7]2[CH:12]=[CH:11][C:10]([CH2:13][CH2:14][C:15]3[N:16]=[N:17][NH:18][CH:19]=3)=[C:9]([O:20]C)[C:8]2=[S:22])[CH:6]=[CH:5][CH:4]=[CH:3][CH:2]=1.B(Br)(Br)Br.C(Cl)Cl. No catalyst specified. The product is [C:1]1([N:7]2[CH:12]=[CH:11][C:10]([CH2:13][CH2:14][C:15]3[N:16]=[N:17][NH:18][CH:19]=3)=[C:9]([OH:20])[C:8]2=[S:22])[CH:2]=[CH:3][CH:4]=[CH:5][CH:6]=1. The yield is 0.930.